Dataset: Reaction yield outcomes from USPTO patents with 853,638 reactions. Task: Predict the reaction yield, written as a fraction of the theoretical maximum amount of product (1.0 means a 100% yield; for example, 0.34 means a 34% yield). (1) The product is [N+:8]([C:5]1[N:6]=[CH:7][C:2]([O:18][C:14]2[CH:13]=[C:12]([CH:17]=[CH:16][CH:15]=2)[NH2:11])=[CH:3][CH:4]=1)([O-:10])=[O:9]. The reactants are Br[C:2]1[CH:3]=[CH:4][C:5]([N+:8]([O-:10])=[O:9])=[N:6][CH:7]=1.[NH2:11][C:12]1[CH:13]=[C:14]([OH:18])[CH:15]=[CH:16][CH:17]=1.C(=O)([O-])[O-].[Cs+].[Cs+]. The catalyst is C(#N)C. The yield is 0.450. (2) The reactants are [Cl:1][C:2]1[C:10]([Cl:11])=[CH:9][C:5]([C:6]([OH:8])=O)=[C:4]([O:12][C:13]2[CH:18]=[CH:17][C:16]([F:19])=[CH:15][C:14]=2[O:20][CH3:21])[CH:3]=1.[NH2:22][C:23]1[CH:28]=[CH:27][N:26]=[C:25]([C:29]([O:31]C)=[O:30])[CH:24]=1.CN(C(ON1N=NC2C=CC=NC1=2)=[N+](C)C)C.F[P-](F)(F)(F)(F)F. The catalyst is CN(C=O)C.[OH-].[Na+]. The product is [Cl:1][C:2]1[C:10]([Cl:11])=[CH:9][C:5]([C:6]([NH:22][C:23]2[CH:28]=[CH:27][N:26]=[C:25]([C:29]([OH:31])=[O:30])[CH:24]=2)=[O:8])=[C:4]([O:12][C:13]2[CH:18]=[CH:17][C:16]([F:19])=[CH:15][C:14]=2[O:20][CH3:21])[CH:3]=1. The yield is 0.0700. (3) The reactants are [C:1]([O:5][C:6]([NH:8][C@@H:9]([CH:15]([CH3:17])[CH3:16])[C:10]([O:12][CH2:13]Cl)=[O:11])=[O:7])([CH3:4])([CH3:3])[CH3:2].[Na+].[I-:19]. The catalyst is CC(C)=O.O. The product is [C:1]([O:5][C:6]([NH:8][C@@H:9]([CH:15]([CH3:17])[CH3:16])[C:10]([O:12][CH2:13][I:19])=[O:11])=[O:7])([CH3:4])([CH3:3])[CH3:2]. The yield is 0.490.